Dataset: Full USPTO retrosynthesis dataset with 1.9M reactions from patents (1976-2016). Task: Predict the reactants needed to synthesize the given product. (1) Given the product [Br:1][C:2]1[S:10][C:9]2[C:8](=[O:11])[N:7]([CH:12]3[CH2:17][CH2:16][N:15]([C:18]([O:20][C:21]([CH3:22])([CH3:24])[CH3:23])=[O:19])[CH2:14][CH2:13]3)[C:6](=[O:25])[N:5]([CH2:27][C:28]3[N:29]=[N:30][N:31]([CH2:33][CH3:34])[N:32]=3)[C:4]=2[CH:3]=1, predict the reactants needed to synthesize it. The reactants are: [Br:1][C:2]1[S:10][C:9]2[C:8](=[O:11])[N:7]([CH:12]3[CH2:17][CH2:16][N:15]([C:18]([O:20][C:21]([CH3:24])([CH3:23])[CH3:22])=[O:19])[CH2:14][CH2:13]3)[C:6](=[O:25])[NH:5][C:4]=2[CH:3]=1.Cl[CH2:27][C:28]1[N:29]=[N:30][N:31]([CH2:33][CH3:34])[N:32]=1.C[Si]([N-][Si](C)(C)C)(C)C.[Na+].[I-].[Na+]. (2) Given the product [CH3:1][C:2]1([CH3:9])[O:6][CH:5]([CH2:7][O:8][CH2:12][CH2:11][C:10]#[N:13])[CH2:4][O:3]1, predict the reactants needed to synthesize it. The reactants are: [CH3:1][C:2]1([CH3:9])[O:6][CH:5]([CH2:7][OH:8])[CH2:4][O:3]1.[C:10](#[N:13])[CH:11]=[CH2:12].[H-].[Na+].O. (3) Given the product [NH2:3][C:4]1[N:9]=[CH:8][N:7]=[C:6]2[N:10]([CH:14]([C:16]3[C:26]4[O:25][CH:24]([CH3:27])[CH2:23][N:22]([CH:32]5[CH2:35][CH:34]([NH:36][C:37](=[O:43])[O:38][C:39]([CH3:41])([CH3:40])[CH3:42])[CH2:33]5)[CH2:21][C:20]=4[C:19]([C:28]#[N:29])=[C:18]([Cl:30])[CH:17]=3)[CH3:15])[N:11]=[C:12]([CH3:13])[C:5]=12, predict the reactants needed to synthesize it. The reactants are: Cl.Cl.[NH2:3][C:4]1[N:9]=[CH:8][N:7]=[C:6]2[N:10]([CH:14]([C:16]3[CH:17]=[C:18]([Cl:30])[C:19]([C:28]#[N:29])=[C:20]4[C:26]=3[O:25][CH:24]([CH3:27])[CH2:23][NH:22][CH2:21]4)[CH3:15])[N:11]=[C:12]([CH3:13])[C:5]=12.O=[C:32]1[CH2:35][CH:34]([NH:36][C:37](=[O:43])[O:38][C:39]([CH3:42])([CH3:41])[CH3:40])[CH2:33]1.C([BH3-])#N.[Na+].